From a dataset of Forward reaction prediction with 1.9M reactions from USPTO patents (1976-2016). Predict the product of the given reaction. (1) Given the reactants [CH:1]12[CH2:10]C3CC(CC(C3)[CH:2]1OCC1C(Cl)=CC(C(NS(C)(=O)=O)=O)=C(F)C=1)C2.Cl[C:29]1[C:30]([O:43][CH2:44][C:45]2([F:55])[CH:52]3[CH2:53][CH:48]4[CH2:49][CH:50]([CH2:54][CH:46]2[CH2:47]4)[CH2:51]3)=[CH:31][C:32]([F:42])=[C:33]([CH:41]=1)[C:34]([NH:36][S:37]([CH3:40])(=[O:39])=[O:38])=[O:35], predict the reaction product. The product is: [CH:10]1([C:29]2[C:30]([O:43][CH2:44][C:45]3([F:55])[CH:52]4[CH2:51][CH:50]5[CH2:49][CH:48]([CH2:47][CH:46]3[CH2:54]5)[CH2:53]4)=[CH:31][C:32]([F:42])=[C:33]([CH:41]=2)[C:34]([NH:36][S:37]([CH3:40])(=[O:39])=[O:38])=[O:35])[CH2:1][CH2:2]1. (2) The product is: [C:1]([O:5][C:6](=[O:26])[NH:7][C@H:8]([C:10]1[N:18]([CH:19]2[CH2:24][CH2:23][CH2:22][O:21][CH2:20]2)[C:13]2[CH:14]=[CH:15][CH:16]=[CH:17][C:12]=2[N:11]=1)[CH3:9])([CH3:4])([CH3:3])[CH3:2]. Given the reactants [C:1]([O:5][C:6](=[O:26])[NH:7][C@H:8]([C:10](=O)[NH:11][C:12]1[CH:17]=[CH:16][CH:15]=[CH:14][C:13]=1[NH:18][CH:19]1[CH2:24][CH2:23][CH2:22][O:21][CH2:20]1)[CH3:9])([CH3:4])([CH3:3])[CH3:2], predict the reaction product. (3) Given the reactants [O:1]1[CH:5]=[CH:4][CH:3]=[C:2]1[C:6]1[O:7][C:8]([CH3:42])=[C:9]([CH2:11][O:12][C:13]2[CH:39]=[CH:38][C:16]([CH2:17][O:18][C:19]3[C:23](/[CH:24]=[CH:25]/[C:26](N(OC)C)=[O:27])=[CH:22][N:21]([C:32]4[CH:37]=[CH:36][CH:35]=[CH:34][CH:33]=4)[N:20]=3)=[CH:15][C:14]=2[O:40][CH3:41])[N:10]=1.[CH3:43][Mg]Br.Cl, predict the reaction product. The product is: [O:1]1[CH:5]=[CH:4][CH:3]=[C:2]1[C:6]1[O:7][C:8]([CH3:42])=[C:9]([CH2:11][O:12][C:13]2[CH:39]=[CH:38][C:16]([CH2:17][O:18][C:19]3[C:23](/[CH:24]=[CH:25]/[C:26](=[O:27])[CH3:43])=[CH:22][N:21]([C:32]4[CH:33]=[CH:34][CH:35]=[CH:36][CH:37]=4)[N:20]=3)=[CH:15][C:14]=2[O:40][CH3:41])[N:10]=1. (4) Given the reactants [CH3:1][C:2]1[S:3][CH2:4][C@@:5]([CH3:11])([C:7]([O:9]C)=[O:8])[N:6]=1.[OH-].[Na+].C(O)(=O)C, predict the reaction product. The product is: [CH3:1][C:2]1[S:3][CH2:4][C@@:5]([CH3:11])([C:7]([OH:9])=[O:8])[N:6]=1.